From a dataset of Forward reaction prediction with 1.9M reactions from USPTO patents (1976-2016). Predict the product of the given reaction. (1) Given the reactants C(OC(=O)[NH:7][C:8]1[S:9][C:10]([C:34]2[CH:35]=[N:36][CH:37]=[CH:38][CH:39]=2)=[CH:11][C:12]=1[C:13]([N:15]1[CH2:20][CH2:19][CH:18]([N:21]2[CH2:33][CH2:32][CH2:31][C:23]3([C:27](=[O:28])[O:26][C:25]([CH3:30])([CH3:29])[CH2:24]3)[CH2:22]2)[CH2:17][CH2:16]1)=[O:14])(C)(C)C.C(=O)([O-])O.[Na+], predict the reaction product. The product is: [NH2:7][C:8]1[S:9][C:10]([C:34]2[CH:35]=[N:36][CH:37]=[CH:38][CH:39]=2)=[CH:11][C:12]=1[C:13]([N:15]1[CH2:16][CH2:17][CH:18]([N:21]2[CH2:33][CH2:32][CH2:31][C:23]3([C:27](=[O:28])[O:26][C:25]([CH3:30])([CH3:29])[CH2:24]3)[CH2:22]2)[CH2:19][CH2:20]1)=[O:14]. (2) Given the reactants [NH2:1][C:2]1[N:10]=[CH:9][CH:8]=[CH:7][C:3]=1[C:4]([OH:6])=O.ON1C2C=CC=CC=2N=N1.CCN=C=NCCCN(C)C.[CH3:32][C:33]1[CH:34]=[C:35]([CH:38]=[CH:39][CH:40]=1)[CH2:36][NH2:37], predict the reaction product. The product is: [CH3:32][C:33]1[CH:34]=[C:35]([CH2:36][NH:37][C:4](=[O:6])[C:3]2[CH:7]=[CH:8][CH:9]=[N:10][C:2]=2[NH2:1])[CH:38]=[CH:39][CH:40]=1. (3) The product is: [C:1]([O:5][P:6]([CH:13]([OH:14])[C:15]1[CH:16]=[N:17][C:18]([CH3:30])=[C:19]([OH:22])[C:20]=1[CH3:21])(=[O:12])[O:7][C:8]([CH3:11])([CH3:10])[CH3:9])([CH3:2])([CH3:3])[CH3:4]. Given the reactants [C:1]([O:5][P:6]([CH:13]([C:15]1[CH:16]=[N:17][C:18]([CH3:30])=[C:19]([O:22]CC2C=CC=CC=2)[C:20]=1[CH3:21])[OH:14])(=[O:12])[O:7][C:8]([CH3:11])([CH3:10])[CH3:9])([CH3:4])([CH3:3])[CH3:2], predict the reaction product.